Dataset: Full USPTO retrosynthesis dataset with 1.9M reactions from patents (1976-2016). Task: Predict the reactants needed to synthesize the given product. (1) Given the product [F:13][C:14]1[CH:47]=[CH:46][C:45]([F:48])=[CH:44][C:15]=1[O:16][C:17]1[C:22](=[O:23])[N:21]([CH2:24][C:25]2[CH:26]=[CH:27][C:28]([C:31]3[CH:36]=[CH:35][CH:34]=[CH:33][C:32]=3[C:37]3[NH:3][C:4](=[O:7])[O:5][N:38]=3)=[CH:29][CH:30]=2)[C:20]([CH2:39][CH2:40][CH3:41])=[N:19][C:18]=1[CH2:42][CH3:43], predict the reactants needed to synthesize it. The reactants are: [Cl-].O[NH3+:3].[C:4](=[O:7])([O-])[OH:5].[Na+].CS(C)=O.[F:13][C:14]1[CH:47]=[CH:46][C:45]([F:48])=[CH:44][C:15]=1[O:16][C:17]1[C:22](=[O:23])[N:21]([CH2:24][C:25]2[CH:30]=[CH:29][C:28]([C:31]3[C:32]([C:37]#[N:38])=[CH:33][CH:34]=[CH:35][CH:36]=3)=[CH:27][CH:26]=2)[C:20]([CH2:39][CH2:40][CH3:41])=[N:19][C:18]=1[CH2:42][CH3:43]. (2) Given the product [C:1]([O:5][C:6](=[O:47])[CH2:7][O:8][C:9]1[CH:14]=[CH:13][C:12]([NH2:15])=[C:11]([C:26]([N:28]2[CH2:29][CH2:30][CH:31]([N:34]3[CH2:46][CH2:45][CH2:44][C:36]4([C:40](=[O:41])[O:39][C:38]([CH3:42])([CH3:43])[CH2:37]4)[CH2:35]3)[CH2:32][CH2:33]2)=[O:27])[CH:10]=1)([CH3:2])([CH3:3])[CH3:4], predict the reactants needed to synthesize it. The reactants are: [C:1]([O:5][C:6](=[O:47])[CH2:7][O:8][C:9]1[CH:14]=[CH:13][C:12]([NH:15]C(OCC2C=CC=CC=2)=O)=[C:11]([C:26]([N:28]2[CH2:33][CH2:32][CH:31]([N:34]3[CH2:46][CH2:45][CH2:44][C:36]4([C:40](=[O:41])[O:39][C:38]([CH3:43])([CH3:42])[CH2:37]4)[CH2:35]3)[CH2:30][CH2:29]2)=[O:27])[CH:10]=1)([CH3:4])([CH3:3])[CH3:2].